Predict the product of the given reaction. From a dataset of Forward reaction prediction with 1.9M reactions from USPTO patents (1976-2016). (1) Given the reactants C([NH:8][C:9]1[C:14]([C:15]([N:17]2[C:25]3[C:20](=[CH:21][C:22]([Cl:26])=[CH:23][CH:24]=3)[CH2:19][CH2:18]2)=[O:16])=[CH:13][CH:12]=[CH:11][N:10]=1)C1C=CC=CC=1.C(N)[C:28]1[CH:33]=[CH:32][CH:31]=[CH:30][CH:29]=1.NC1C=CC=CC=1, predict the reaction product. The product is: [Cl:26][C:22]1[CH:21]=[C:20]2[C:25](=[CH:24][CH:23]=1)[N:17]([C:15]([C:14]1[C:9]([NH:8][C:28]3[CH:33]=[CH:32][CH:31]=[CH:30][CH:29]=3)=[N:10][CH:11]=[CH:12][CH:13]=1)=[O:16])[CH2:18][CH2:19]2. (2) Given the reactants C(OC(=O)[NH:7][C@H:8]([C:11]1[N:15]([C:16]2[CH:21]=[CH:20][CH:19]=[CH:18][CH:17]=2)[C:14]2[CH:22]=[C:23]([F:26])[CH:24]=[CH:25][C:13]=2[N:12]=1)[CH2:9][CH3:10])(C)(C)C.C(O)(C(F)(F)F)=O, predict the reaction product. The product is: [F:26][C:23]1[CH:24]=[CH:25][C:13]2[N:12]=[C:11]([C@@H:8]([NH2:7])[CH2:9][CH3:10])[N:15]([C:16]3[CH:17]=[CH:18][CH:19]=[CH:20][CH:21]=3)[C:14]=2[CH:22]=1. (3) Given the reactants [Cl:1][C:2]1[N:7]=[C:6]([N:8]([C:24]([O:26][C:27]([CH3:30])([CH3:29])[CH3:28])=[O:25])[N:9]([C:17]([O:19][C:20]([CH3:23])([CH3:22])[CH3:21])=[O:18])[C:10]([O:12][C:13]([CH3:16])([CH3:15])[CH3:14])=[O:11])[C:5]([F:31])=[C:4](Cl)[N:3]=1.C(N(CC)CC)C.[CH3:40][NH:41][CH2:42][C:43]1[S:44][CH:45]=[CH:46][N:47]=1, predict the reaction product. The product is: [Cl:1][C:2]1[N:7]=[C:6]([N:8]([C:24]([O:26][C:27]([CH3:28])([CH3:30])[CH3:29])=[O:25])[N:9]([C:17]([O:19][C:20]([CH3:23])([CH3:22])[CH3:21])=[O:18])[C:10]([O:12][C:13]([CH3:15])([CH3:16])[CH3:14])=[O:11])[C:5]([F:31])=[C:4]([N:41]([CH3:40])[CH2:42][C:43]2[S:44][CH:45]=[CH:46][N:47]=2)[N:3]=1.